From a dataset of Full USPTO retrosynthesis dataset with 1.9M reactions from patents (1976-2016). Predict the reactants needed to synthesize the given product. (1) Given the product [NH2:1][C:2]1[C:10]([Cl:11])=[CH:9][CH:8]=[CH:7][C:3]=1[C:4]([NH2:14])=[O:5], predict the reactants needed to synthesize it. The reactants are: [NH2:1][C:2]1[C:10]([Cl:11])=[CH:9][CH:8]=[CH:7][C:3]=1[C:4](O)=[O:5].C([N:14]=C=NCCCN(C)C)C.[Cl-].[NH4+].CCN(C(C)C)C(C)C. (2) Given the product [O:7]([CH2:8][CH2:9][NH:10][C:11]([C:13]1[S:14][C:15]2[C:21](=[O:22])[CH:20]=[C:19]([NH:5][CH2:4][CH2:3][N:2]([CH3:6])[CH3:1])[C:18](=[O:25])[C:16]=2[N:17]=1)=[O:12])[CH2:26][CH2:27][NH:28][C:29]([C:31]1[S:32][C:33]2[C:39](=[O:40])[CH:38]=[C:37]([NH:5][CH2:4][CH2:3][N:2]([CH3:6])[CH3:1])[C:36](=[O:43])[C:34]=2[N:35]=1)=[O:30], predict the reactants needed to synthesize it. The reactants are: [CH3:1][N:2]([CH3:6])[CH2:3][CH2:4][NH2:5].[O:7]([CH2:26][CH2:27][NH:28][C:29]([C:31]1[S:32][C:33]2[C:39](=[O:40])[CH:38]=[C:37](OC)[C:36](=[O:43])[C:34]=2[N:35]=1)=[O:30])[CH2:8][CH2:9][NH:10][C:11]([C:13]1[S:14][C:15]2[C:21](=[O:22])[CH:20]=[C:19](OC)[C:18](=[O:25])[C:16]=2[N:17]=1)=[O:12].CO. (3) Given the product [Br:28][C:29]1[CH:30]=[N:31][C:32]([N:12]2[CH2:13][CH2:14][CH:9]([C:7]3[O:6][N:5]=[C:4]([CH:1]([CH3:3])[CH3:2])[N:8]=3)[CH2:10][CH2:11]2)=[C:33]([CH:36]=1)[C:34]#[N:35], predict the reactants needed to synthesize it. The reactants are: [CH:1]([C:4]1[N:8]=[C:7]([CH:9]2[CH2:14][CH2:13][NH:12][CH2:11][CH2:10]2)[O:6][N:5]=1)([CH3:3])[CH3:2].C1(C)C=CC=CC=1.C(=O)([O-])[O-].[K+].[K+].[Br:28][C:29]1[CH:30]=[N:31][C:32](Cl)=[C:33]([CH:36]=1)[C:34]#[N:35]. (4) Given the product [C:16]([S:20]([NH:23][C@@H:24]1[CH2:25][CH2:26][C@H:27]([C:30]2[NH:8][C:7]3[C:2](=[N:3][C:4]([C:9]4[CH:14]=[CH:13][CH:12]=[CH:11][C:10]=4[F:15])=[N:5][CH:6]=3)[N:1]=2)[CH2:28][CH2:29]1)(=[O:22])=[O:21])([CH3:19])([CH3:17])[CH3:18], predict the reactants needed to synthesize it. The reactants are: [NH2:1][C:2]1[C:7]([NH2:8])=[CH:6][N:5]=[C:4]([C:9]2[CH:14]=[CH:13][CH:12]=[CH:11][C:10]=2[F:15])[N:3]=1.[C:16]([S:20]([NH:23][C@@H:24]1[CH2:29][CH2:28][C@H:27]([C:30](O)=O)[CH2:26][CH2:25]1)(=[O:22])=[O:21])([CH3:19])([CH3:18])[CH3:17].N[C@@H]1CC[C@H](C(O)=O)CC1.FC(F)(F)C1C=CC(N)=C(N)C=1. (5) Given the product [OH:1][CH2:2][CH2:3][CH2:4][CH2:5][CH2:6][NH:7][S:8]([C:11]1[CH:16]=[CH:15][C:14]([C:24]2[CH:25]=[CH:26][C:21]([O:20][CH2:18][CH3:19])=[CH:22][CH:23]=2)=[CH:13][CH:12]=1)(=[O:10])=[O:9], predict the reactants needed to synthesize it. The reactants are: [OH:1][CH2:2][CH2:3][CH2:4][CH2:5][CH2:6][NH:7][S:8]([C:11]1[CH:16]=[CH:15][C:14](Br)=[CH:13][CH:12]=1)(=[O:10])=[O:9].[CH2:18]([O:20][C:21]1[CH:26]=[CH:25][C:24](B(O)O)=[CH:23][CH:22]=1)[CH3:19]. (6) Given the product [ClH:37].[ClH:37].[CH3:1][C:2]1([C:5]([O:7][C:8]2[CH:9]=[CH:10][C:11]([CH:14]([CH2:28][NH2:29])[C:15]([NH:17][C:18]3[CH:19]=[C:20]4[C:25](=[CH:26][CH:27]=3)[CH:24]=[N:23][CH:22]=[CH:21]4)=[O:16])=[CH:12][CH:13]=2)=[O:6])[CH2:3][CH2:4]1, predict the reactants needed to synthesize it. The reactants are: [CH3:1][C:2]1([C:5]([O:7][C:8]2[CH:13]=[CH:12][C:11]([CH:14]([CH2:28][NH:29]C(OC(C)(C)C)=O)[C:15]([NH:17][C:18]3[CH:19]=[C:20]4[C:25](=[CH:26][CH:27]=3)[CH:24]=[N:23][CH:22]=[CH:21]4)=[O:16])=[CH:10][CH:9]=2)=[O:6])[CH2:4][CH2:3]1.[ClH:37].